Dataset: Peptide-MHC class I binding affinity with 185,985 pairs from IEDB/IMGT. Task: Regression. Given a peptide amino acid sequence and an MHC pseudo amino acid sequence, predict their binding affinity value. This is MHC class I binding data. (1) The peptide sequence is VMTEGRHAV. The MHC is HLA-B07:02 with pseudo-sequence HLA-B07:02. The binding affinity (normalized) is 0.464. (2) The binding affinity (normalized) is 0.623. The peptide sequence is RSTLANGWY. The MHC is HLA-B58:01 with pseudo-sequence HLA-B58:01. (3) The peptide sequence is EVIRATYPS. The MHC is HLA-B27:03 with pseudo-sequence HLA-B27:03. The binding affinity (normalized) is 0.0847. (4) The peptide sequence is ITETIPIGM. The MHC is HLA-A68:02 with pseudo-sequence HLA-A68:02. The binding affinity (normalized) is 0.194. (5) The peptide sequence is KTVKNVDII. The MHC is HLA-A02:02 with pseudo-sequence HLA-A02:02. The binding affinity (normalized) is 0.408.